This data is from Forward reaction prediction with 1.9M reactions from USPTO patents (1976-2016). The task is: Predict the product of the given reaction. (1) Given the reactants [NH2:1][C:2]1[CH:9]=[CH:8][C:5]([C:6]#[N:7])=[CH:4][N:3]=1.CO[CH:12](OC)[N:13]([CH3:15])[CH3:14], predict the reaction product. The product is: [C:6]([C:5]1[CH:8]=[CH:9][C:2]([N:1]=[CH:12][N:13]([CH3:15])[CH3:14])=[N:3][CH:4]=1)#[N:7]. (2) Given the reactants [N:1]1[C:10]2[C:5](=[CH:6][CH:7]=[CH:8][C:9]=2[OH:11])[CH:4]=[CH:3][CH:2]=1.[Cl:12][CH2:13][CH2:14][C:15](Cl)=[O:16], predict the reaction product. The product is: [Cl:12][CH2:13][CH2:14][C:15]([C:6]1[CH:7]=[CH:8][C:9]([OH:11])=[C:10]2[C:5]=1[CH:4]=[CH:3][CH:2]=[N:1]2)=[O:16]. (3) Given the reactants [F:1][C:2]1[CH:3]=[C:4](/[CH:9]=[CH:10]/[C:11](=[O:13])[CH3:12])[CH:5]=[CH:6][C:7]=1[F:8].[C:14]([O:21][CH3:22])(=[O:20])[CH2:15][C:16]([O:18][CH3:19])=[O:17].C(=O)([O-])[O-].[K+].[K+].CCOC(C)=O, predict the reaction product. The product is: [F:1][C:2]1[CH:3]=[C:4]([C@H:9]([CH:15]([C:14]([O:21][CH3:22])=[O:20])[C:16]([O:18][CH3:19])=[O:17])[CH2:10][C:11](=[O:13])[CH3:12])[CH:5]=[CH:6][C:7]=1[F:8]. (4) The product is: [Br:12][C:10]1[CH:9]=[CH:8][C:3]([C:4]([OH:6])=[O:5])=[C:2]([NH:1][S:21]([CH3:20])(=[O:23])=[O:22])[CH:11]=1. Given the reactants [NH2:1][C:2]1[CH:11]=[C:10]([Br:12])[CH:9]=[CH:8][C:3]=1[C:4]([O:6]C)=[O:5].C(N(CC)CC)C.[CH3:20][S:21](Cl)(=[O:23])=[O:22].O, predict the reaction product. (5) Given the reactants [Br:1][C:2]1[CH:3]=[CH:4][C:5](F)=[C:6]([CH:9]=1)[CH:7]=[O:8].[C:11]([C:13]1[CH:14]=[C:15]([OH:19])[CH:16]=[CH:17][CH:18]=1)#[N:12].C([O-])([O-])=O.[K+].[K+], predict the reaction product. The product is: [Br:1][C:2]1[CH:3]=[CH:4][C:5]([O:19][C:15]2[CH:14]=[C:13]([CH:18]=[CH:17][CH:16]=2)[C:11]#[N:12])=[C:6]([CH:7]=[O:8])[CH:9]=1. (6) Given the reactants [C:1]([O:6][CH2:7][CH2:8][N:9]=[C:10]=[O:11])(=[O:5])[C:2]([CH3:4])=[CH2:3].[CH2:12]([O:14][P:15]([CH2:20][CH2:21][NH2:22])(=[O:19])[O:16][CH2:17][CH3:18])[CH3:13], predict the reaction product. The product is: [CH2:17]([O:16][P:15]([CH2:20][CH2:21][NH:22][C:10]([NH:9][CH2:8][CH2:7][O:6][C:1](=[O:5])[C:2]([CH3:4])=[CH2:3])=[O:11])(=[O:19])[O:14][CH2:12][CH3:13])[CH3:18].